The task is: Predict the reactants needed to synthesize the given product.. This data is from Full USPTO retrosynthesis dataset with 1.9M reactions from patents (1976-2016). (1) Given the product [Cl:1][C:2]1[CH:7]=[CH:6][C:5]([C:8]2[CH:13]=[CH:12][CH:11]=[C:10]([F:14])[CH:9]=2)=[CH:4][C:3]=1[CH2:15][NH:16][C:17]1[C:18]([F:25])=[C:19]([CH:20]=[CH:21][C:22]=1[F:23])[O:24][CH2:36][C:35]([O:34][CH2:32][CH3:33])=[O:38], predict the reactants needed to synthesize it. The reactants are: [Cl:1][C:2]1[CH:7]=[CH:6][C:5]([C:8]2[CH:13]=[CH:12][CH:11]=[C:10]([F:14])[CH:9]=2)=[CH:4][C:3]=1[CH2:15][NH:16][C:17]1[C:18]([F:25])=[C:19]([OH:24])[CH:20]=[CH:21][C:22]=1[F:23].C([O-])([O-])=O.[Cs+].[Cs+].[CH2:32]([O:34][C:35](=[O:38])[CH2:36]Br)[CH3:33].O. (2) Given the product [CH3:18][C:16]1([CH3:19])[C:15]2[C:10](=[CH:11][CH:12]=[C:13]([S:20]([N:23]3[CH2:28][CH2:27][O:26][CH2:25][CH2:24]3)(=[O:22])=[O:21])[CH:14]=2)[NH:9][CH:8]([C:4]2[CH:3]=[C:2]([NH:29][C:30]([CH3:35])([CH3:34])[C:31]([OH:33])=[O:32])[CH:7]=[CH:6][CH:5]=2)[CH2:17]1, predict the reactants needed to synthesize it. The reactants are: Br[C:2]1[CH:3]=[C:4]([CH:8]2[CH2:17][C:16]([CH3:19])([CH3:18])[C:15]3[C:10](=[CH:11][CH:12]=[C:13]([S:20]([N:23]4[CH2:28][CH2:27][O:26][CH2:25][CH2:24]4)(=[O:22])=[O:21])[CH:14]=3)[NH:9]2)[CH:5]=[CH:6][CH:7]=1.[NH2:29][C:30]([CH3:35])([CH3:34])[C:31]([OH:33])=[O:32].C(=O)([O-])[O-].[K+].[K+]. (3) The reactants are: [NH2:1][C:2]1[C:7]2[C:8]([C:11]3[CH:16]=[CH:15][C:14]([NH:17][C:18]([NH:20][C:21]4[CH:26]=[CH:25][CH:24]=[C:23]([F:27])[CH:22]=4)=[O:19])=[CH:13][CH:12]=3)=[CH:9][S:10][C:6]=2[C:5]([C:28]2[CH:29]=[N:30][N:31]([CH2:33][CH2:34][OH:35])[CH:32]=2)=[CH:4][N:3]=1.[P:36](=[O:40])([OH:39])([OH:38])[OH:37]. Given the product [P:36]([OH:40])([OH:39])([OH:38])=[O:37].[NH2:1][C:2]1[C:7]2[C:8]([C:11]3[CH:12]=[CH:13][C:14]([NH:17][C:18]([NH:20][C:21]4[CH:26]=[CH:25][CH:24]=[C:23]([F:27])[CH:22]=4)=[O:19])=[CH:15][CH:16]=3)=[CH:9][S:10][C:6]=2[C:5]([C:28]2[CH:29]=[N:30][N:31]([CH2:33][CH2:34][OH:35])[CH:32]=2)=[CH:4][N:3]=1, predict the reactants needed to synthesize it. (4) Given the product [NH:3]1[C:11]2[C:6](=[CH:7][CH:8]=[CH:9][CH:10]=2)[C:5]([CH:12]2[CH2:17][CH2:16][CH:15]([NH:18][CH:19]([CH:23]3[CH2:24][CH2:25][N:26]([C:37](=[O:38])/[CH:36]=[CH:35]/[C:34]4[CH:33]=[CH:32][C:31]([C:30]([F:42])([F:43])[F:29])=[CH:41][CH:40]=4)[CH2:27][CH2:28]3)[C:20]([NH2:22])=[O:21])[CH2:14][CH2:13]2)=[CH:4]1, predict the reactants needed to synthesize it. The reactants are: Cl.Cl.[NH:3]1[C:11]2[C:6](=[CH:7][CH:8]=[CH:9][CH:10]=2)[C:5]([CH:12]2[CH2:17][CH2:16][CH:15]([NH:18][CH:19]([CH:23]3[CH2:28][CH2:27][NH:26][CH2:25][CH2:24]3)[C:20]([NH2:22])=[O:21])[CH2:14][CH2:13]2)=[CH:4]1.[F:29][C:30]([F:43])([F:42])[C:31]1[CH:41]=[CH:40][C:34](/[CH:35]=[CH:36]/[C:37](O)=[O:38])=[CH:33][CH:32]=1. (5) Given the product [CH:2]1([C:5]2[C:10](=[O:11])[NH:9][C:8]([C@H:13]([C:21]3[CH:26]=[CH:25][C:24]([Cl:27])=[C:23]([Cl:28])[CH:22]=3)[CH2:14][C@H:15]3[CH2:16][CH2:17][C:18](=[O:20])[NH:19]3)=[CH:7][CH:6]=2)[CH2:4][CH2:3]1, predict the reactants needed to synthesize it. The reactants are: Br.[CH:2]1([C:5]2[CH:6]=[CH:7][C:8]([CH:13]([C:21]3[CH:26]=[CH:25][C:24]([Cl:27])=[C:23]([Cl:28])[CH:22]=3)[CH2:14][C@@H:15]3[NH:19][C:18](=[O:20])[CH2:17][CH2:16]3)=[N:9][C:10]=2[O:11]C)[CH2:4][CH2:3]1.O.